This data is from Forward reaction prediction with 1.9M reactions from USPTO patents (1976-2016). The task is: Predict the product of the given reaction. (1) Given the reactants Cl[C:2]1[N:7]=[C:6]([NH:8][CH2:9][CH2:10][CH3:11])[N:5]=[C:4]([NH:12][CH2:13][CH2:14][CH3:15])[N:3]=1.Cl.[CH2:17]([O:21][NH:22][CH3:23])[CH:18]([CH3:20])[CH3:19], predict the reaction product. The product is: [CH2:13]([NH:12][C:4]1[N:5]=[C:6]([NH:8][CH2:9][CH2:10][CH3:11])[N:7]=[C:2]([N:22]([CH3:23])[O:21][CH2:17][CH:18]([CH3:20])[CH3:19])[N:3]=1)[CH2:14][CH3:15]. (2) The product is: [NH2:25][C:26]1[CH:34]=[C:33]([Cl:35])[CH:32]=[CH:31][C:27]=1[C:28]([NH:37][C@@H:38]([CH:43]1[CH2:48][CH2:47][CH2:46][CH2:45][CH2:44]1)[C:39]([O:41][CH3:42])=[O:40])=[O:30]. Given the reactants CN(C(ON1N=NC2C=CC=NC1=2)=[N+](C)C)C.F[P-](F)(F)(F)(F)F.[NH2:25][C:26]1[CH:34]=[C:33]([Cl:35])[CH:32]=[CH:31][C:27]=1[C:28]([OH:30])=O.Cl.[NH2:37][C@@H:38]([CH:43]1[CH2:48][CH2:47][CH2:46][CH2:45][CH2:44]1)[C:39]([O:41][CH3:42])=[O:40].C(N(C(C)C)CC)(C)C, predict the reaction product. (3) Given the reactants [F:1][C:2]1[CH:7]=[CH:6][C:5]([NH:8][C:9]([C:11]2([C:14]([OH:16])=O)[CH2:13][CH2:12]2)=[O:10])=[CH:4][CH:3]=1.S(Cl)(Cl)=O.[NH2:21][C:22]1[CH:37]=[CH:36][C:25]([O:26][C:27]2[CH:32]=[CH:31][N:30]=[C:29]([C:33]([NH2:35])=[O:34])[CH:28]=2)=[CH:24][C:23]=1[F:38], predict the reaction product. The product is: [F:38][C:23]1[CH:24]=[C:25]([CH:36]=[CH:37][C:22]=1[NH:21][C:14]([C:11]1([C:9](=[O:10])[NH:8][C:5]2[CH:4]=[CH:3][C:2]([F:1])=[CH:7][CH:6]=2)[CH2:12][CH2:13]1)=[O:16])[O:26][C:27]1[CH:32]=[CH:31][N:30]=[C:29]([C:33]([NH2:35])=[O:34])[CH:28]=1. (4) Given the reactants [ClH:1].O1CCOCC1.[NH2:8][C:9]1[CH:14]=[CH:13][C:12]([CH:15]2[CH2:19][CH2:18][CH2:17][N:16]2C(OC(C)(C)C)=O)=[C:11]([F:27])[CH:10]=1, predict the reaction product. The product is: [ClH:1].[ClH:1].[F:27][C:11]1[CH:10]=[C:9]([NH2:8])[CH:14]=[CH:13][C:12]=1[CH:15]1[CH2:19][CH2:18][CH2:17][NH:16]1.